Dataset: Forward reaction prediction with 1.9M reactions from USPTO patents (1976-2016). Task: Predict the product of the given reaction. Given the reactants [CH3:1][O:2][C:3]1[CH:4]=[C:5]([N:12]2[CH2:17][CH2:16][C:15](=O)[CH2:14][CH2:13]2)[CH:6]=[CH:7][C:8]=1[N+:9]([O-:11])=[O:10].[NH:19]1[CH2:24][CH2:23][NH:22][CH2:21][C:20]1=[O:25].CC(O)=O.C(O[BH-](OC(=O)C)OC(=O)C)(=O)C.[Na+], predict the reaction product. The product is: [CH3:1][O:2][C:3]1[CH:4]=[C:5]([N:12]2[CH2:17][CH2:16][CH:15]([N:22]3[CH2:23][CH2:24][NH:19][C:20](=[O:25])[CH2:21]3)[CH2:14][CH2:13]2)[CH:6]=[CH:7][C:8]=1[N+:9]([O-:11])=[O:10].